Dataset: Full USPTO retrosynthesis dataset with 1.9M reactions from patents (1976-2016). Task: Predict the reactants needed to synthesize the given product. (1) Given the product [NH2:1][C:2]1[N:7]=[CH:6][N:5]=[C:4]2[N:8]([C:12]3[CH:13]=[C:14]([N:18]([CH3:23])[C:19](=[O:22])[CH:20]=[CH2:21])[CH:15]=[CH:16][CH:17]=3)[N:9]=[C:10]([C:28]3[CH:29]=[CH:30][C:25]([Cl:24])=[CH:26][CH:27]=3)[C:3]=12, predict the reactants needed to synthesize it. The reactants are: [NH2:1][C:2]1[N:7]=[CH:6][N:5]=[C:4]2[N:8]([C:12]3[CH:13]=[C:14]([N:18]([CH3:23])[C:19](=[O:22])[CH:20]=[CH2:21])[CH:15]=[CH:16][CH:17]=3)[N:9]=[C:10](I)[C:3]=12.[Cl:24][C:25]1[CH:30]=[CH:29][C:28](B(O)O)=[CH:27][CH:26]=1. (2) The reactants are: [C:1]1([N:7]2[C:12]3[CH:13]=[CH:14][CH:15]=[CH:16][C:11]=3[O:10][CH2:9][S:8]2(=[O:18])=[O:17])[CH:6]=[CH:5][CH:4]=[CH:3][CH:2]=1.C[Si]([N-][Si](C)(C)C)(C)C.[Li+].[I-].[CH3:30][N+:31]([CH3:33])=[CH2:32]. Given the product [O:18]=[S:8]1(=[O:17])[CH:9]([CH2:30][N:31]([CH3:33])[CH3:32])[O:10][C:11]2[CH:16]=[CH:15][CH:14]=[CH:13][C:12]=2[N:7]1[C:1]1[CH:2]=[CH:3][CH:4]=[CH:5][CH:6]=1, predict the reactants needed to synthesize it.